Dataset: CYP1A2 inhibition data for predicting drug metabolism from PubChem BioAssay. Task: Regression/Classification. Given a drug SMILES string, predict its absorption, distribution, metabolism, or excretion properties. Task type varies by dataset: regression for continuous measurements (e.g., permeability, clearance, half-life) or binary classification for categorical outcomes (e.g., BBB penetration, CYP inhibition). Dataset: cyp1a2_veith. (1) The result is 0 (non-inhibitor). The compound is CCCCCCCCCCCC(=O)O[C@H](CC(=O)O)C[N+](C)(C)C. (2) The result is 1 (inhibitor). The drug is COc1ccc(-c2nc3cnc(OC)nc3n(C[C@H]3CCCO3)c2=O)cc1. (3) The molecule is O=C(Nc1cc(Sc2ccccn2)cc([N+](=O)[O-])c1)c1ccc(Cl)cc1. The result is 1 (inhibitor).